This data is from Reaction yield outcomes from USPTO patents with 853,638 reactions. The task is: Predict the reaction yield, written as a fraction of the theoretical maximum amount of product (1.0 means a 100% yield; for example, 0.34 means a 34% yield). (1) The reactants are C(N[C@H](C1C=CC=CC=1)C)CC=C.Br[C:15]1[CH:20]=[CH:19][CH:18]=[CH:17][C:16]=1[Br:21].[C:22]1([OH:28])[CH:27]=[CH:26][CH:25]=[CH:24][CH:23]=1.C(=O)([O-])[O-].[Cs+].[Cs+]. The catalyst is CN1C(=O)CCC1.[Cu-]=O. The product is [Br:21][C:16]1[CH:17]=[CH:18][CH:19]=[C:20]([O:28][C:22]2[CH:27]=[CH:26][CH:25]=[CH:24][CH:23]=2)[CH:15]=1. The yield is 0.530. (2) The reactants are [C:1]([O:5][C:6]([N:8]1[CH2:13][CH2:12][CH:11]([NH:14][C:15]2[CH:20]=[CH:19][CH:18]=[CH:17][C:16]=2[O:21][CH2:22][C:23](O)=[O:24])[CH2:10][CH2:9]1)=[O:7])([CH3:4])([CH3:3])[CH3:2].S(Cl)(Cl)=O.C(N(CC)CC)C.O. The catalyst is ClC(Cl)C. The product is [C:1]([O:5][C:6]([N:8]1[CH2:13][CH2:12][CH:11]([N:14]2[C:15]3[CH:20]=[CH:19][CH:18]=[CH:17][C:16]=3[O:21][CH2:22][C:23]2=[O:24])[CH2:10][CH2:9]1)=[O:7])([CH3:2])([CH3:4])[CH3:3]. The yield is 0.570.